Dataset: Peptide-MHC class I binding affinity with 185,985 pairs from IEDB/IMGT. Task: Regression. Given a peptide amino acid sequence and an MHC pseudo amino acid sequence, predict their binding affinity value. This is MHC class I binding data. (1) The peptide sequence is FTDGVCLFW. The MHC is HLA-A01:01 with pseudo-sequence HLA-A01:01. The binding affinity (normalized) is 0.0847. (2) The peptide sequence is VTKRDESSIY. The MHC is HLA-A33:01 with pseudo-sequence HLA-A33:01. The binding affinity (normalized) is 0.